This data is from Forward reaction prediction with 1.9M reactions from USPTO patents (1976-2016). The task is: Predict the product of the given reaction. (1) Given the reactants [Cl:1][C:2]1[CH:3]=[C:4]([N+:9]([O-:11])=[O:10])[CH:5]=[CH:6][C:7]=1F.[CH3:12][NH:13][CH:14]1[CH2:18][N:17]([CH3:19])[CH2:16][CH2:15]1, predict the reaction product. The product is: [Cl:1][C:2]1[CH:3]=[C:4]([N+:9]([O-:11])=[O:10])[CH:5]=[CH:6][C:7]=1[N:13]([CH3:12])[CH:14]1[CH2:15][CH2:16][N:17]([CH3:19])[CH2:18]1. (2) The product is: [Br:22][C:19]1[CH:20]=[N:21][C:16]([NH:15][C:12]2[CH:11]=[CH:10][C:9]([O:8][CH2:7][CH2:6][N:23]3[CH2:32][CH2:31][CH:26]([C:27]([O:29][CH3:30])=[O:28])[CH2:25][CH2:24]3)=[CH:14][CH:13]=2)=[N:17][CH:18]=1. Given the reactants CS(O[CH2:6][CH2:7][O:8][C:9]1[CH:14]=[CH:13][C:12]([NH:15][C:16]2[N:21]=[CH:20][C:19]([Br:22])=[CH:18][N:17]=2)=[CH:11][CH:10]=1)(=O)=O.[NH:23]1[CH2:32][CH2:31][CH:26]([C:27]([O:29][CH3:30])=[O:28])[CH2:25][CH2:24]1.C([O-])([O-])=O.[Na+].[Na+], predict the reaction product. (3) Given the reactants [OH:1][C:2]1[CH:10]=[CH:9][C:8]([C:11]2[N:12]([C:27]([O:29][C:30]([CH3:33])([CH3:32])[CH3:31])=[O:28])[C:13]3[C:18]([CH:19]=2)=[CH:17][C:16]([CH2:20][N:21]2[CH2:26][CH2:25][CH2:24][CH2:23][CH2:22]2)=[CH:15][CH:14]=3)=[C:7]2[C:3]=1[CH2:4][NH:5][C:6]2=[O:34].C(N(CC)CC)C.[S:42]1[CH:46]=[CH:45][C:44]([S:47](Cl)(=[O:49])=[O:48])=[CH:43]1, predict the reaction product. The product is: [S:42]1[CH:46]=[CH:45][C:44]([S:47]([O:1][C:2]2[CH:10]=[CH:9][C:8]([C:11]3[N:12]([C:27]([O:29][C:30]([CH3:31])([CH3:33])[CH3:32])=[O:28])[C:13]4[C:18]([CH:19]=3)=[CH:17][C:16]([CH2:20][N:21]3[CH2:26][CH2:25][CH2:24][CH2:23][CH2:22]3)=[CH:15][CH:14]=4)=[C:7]3[C:3]=2[CH2:4][NH:5][C:6]3=[O:34])(=[O:49])=[O:48])=[CH:43]1. (4) Given the reactants [Br:1][C:2]1[C:11]([O:12][CH3:13])=[CH:10][C:5]2[NH:6][C:7]([CH3:9])=[N:8][C:4]=2[CH:3]=1.[H-].[Na+].[CH3:16][Si:17]([CH3:24])([CH3:23])[CH2:18][CH2:19][O:20][CH2:21]Cl.C(Cl)Cl.CO, predict the reaction product. The product is: [Br:1][C:2]1[C:11]([O:12][CH3:13])=[CH:10][C:5]2[N:6]([CH2:21][O:20][CH2:19][CH2:18][Si:17]([CH3:24])([CH3:23])[CH3:16])[C:7]([CH3:9])=[N:8][C:4]=2[CH:3]=1. (5) Given the reactants CC([O-])=O.[Na+].Cl.[CH2:7]([O:9][NH2:10])[CH3:8].[Si:11]([O:28][CH2:29][C@@H:30]1[C:35](=O)[CH2:34][CH2:33][CH2:32][O:31]1)([C:24]([CH3:27])([CH3:26])[CH3:25])([C:18]1[CH:23]=[CH:22][CH:21]=[CH:20][CH:19]=1)[C:12]1[CH:17]=[CH:16][CH:15]=[CH:14][CH:13]=1, predict the reaction product. The product is: [Si:11]([O:28][CH2:29][C@@H:30]1[C:35](=[N:10][O:9][CH2:7][CH3:8])[CH2:34][CH2:33][CH2:32][O:31]1)([C:24]([CH3:27])([CH3:25])[CH3:26])([C:12]1[CH:17]=[CH:16][CH:15]=[CH:14][CH:13]=1)[C:18]1[CH:19]=[CH:20][CH:21]=[CH:22][CH:23]=1. (6) Given the reactants [CH2:1]([N:5]1[C:13]2[N:12]=[CH:11][N:10]([CH2:14][CH:15]=[CH2:16])[C:9]=2[C:8](=[O:17])[NH:7][C:6]1=[O:18])[CH2:2][CH2:3][CH3:4].C1C(=O)N([Cl:26])C(=O)C1, predict the reaction product. The product is: [CH2:1]([N:5]1[C:13]2[N:12]=[C:11]([Cl:26])[N:10]([CH2:14][CH:15]=[CH2:16])[C:9]=2[C:8](=[O:17])[NH:7][C:6]1=[O:18])[CH2:2][CH2:3][CH3:4]. (7) Given the reactants C1C2[CH:7]([CH2:16][N:17]3[CH2:22][CH2:21][CH2:20][C@@H:19]([C:23]([OH:25])=[O:24])[CH2:18]3)[S:8]C3C=CC=CC=3OC=2C=CC=1.[Cl:26][C:27]1[CH:54]=[CH:53][C:30]2[S:31][C:32]3[CH:51]=[C:50](F)[CH:49]=[CH:48][C:33]=3[CH:34](OCCN3CCC[C@@H](C(O)=O)C3)[CH2:35][C:29]=2[CH:28]=1.ClC1C=C(Cl)C2SC3C=CC=CC=3C(OCCN3CCC[C@@H](C(O)=O)C3)CC=2C=1, predict the reaction product. The product is: [Cl:26][C:27]1[CH:54]=[CH:53][C:30]2[S:31][C:32]3[CH:51]=[CH:50][CH:49]=[CH:48][C:33]=3[CH:34]([S:8][CH2:7][CH2:16][N:17]3[CH2:22][CH2:21][CH2:20][C@@H:19]([C:23]([OH:25])=[O:24])[CH2:18]3)[CH2:35][C:29]=2[CH:28]=1. (8) Given the reactants [C:1]([O:5][C:6](=[O:17])[CH:7]=[CH:8][C:9]1[CH:14]=[CH:13][C:12]([CH:15]=O)=[CH:11][CH:10]=1)([CH3:4])([CH3:3])[CH3:2].[OH-].[K+].[CH3:20][C:21]([C:23]1[CH:28]=[CH:27][C:26]([F:29])=[C:25]([F:30])[CH:24]=1)=[O:22], predict the reaction product. The product is: [C:1]([O:5][C:6](=[O:17])[CH:7]=[CH:8][C:9]1[CH:14]=[CH:13][C:12]([CH:15]=[CH:20][C:21]([C:23]2[CH:28]=[CH:27][C:26]([F:29])=[C:25]([F:30])[CH:24]=2)=[O:22])=[CH:11][CH:10]=1)([CH3:4])([CH3:3])[CH3:2]. (9) Given the reactants [Br:1][C:2]1[CH:3]=[C:4]([NH:10][C:11]2[CH:16]=[CH:15][C:14]([C:17]([N:19]3[CH2:24][CH2:23][O:22][CH2:21][CH2:20]3)=O)=[CH:13][N:12]=2)[C:5](=[O:9])[N:6]([CH3:8])[CH:7]=1, predict the reaction product. The product is: [Br:1][C:2]1[CH:3]=[C:4]([NH:10][C:11]2[CH:16]=[CH:15][C:14]([CH2:17][N:19]3[CH2:24][CH2:23][O:22][CH2:21][CH2:20]3)=[CH:13][N:12]=2)[C:5](=[O:9])[N:6]([CH3:8])[CH:7]=1. (10) Given the reactants [F:1][C:2]1[CH:7]=[CH:6][CH:5]=[CH:4][C:3]=1[OH:8].Cl[C:10]1[N:11]=[C:12]([OH:20])[C:13]2[CH:19]=[CH:18][N:17]=[CH:16][C:14]=2[N:15]=1, predict the reaction product. The product is: [F:1][C:2]1[CH:7]=[CH:6][CH:5]=[CH:4][C:3]=1[O:8][C:10]1[N:11]=[C:12]([OH:20])[C:13]2[CH:19]=[CH:18][N:17]=[CH:16][C:14]=2[N:15]=1.